The task is: Predict the product of the given reaction.. This data is from Forward reaction prediction with 1.9M reactions from USPTO patents (1976-2016). (1) Given the reactants [Br:1][C:2]1[CH:3]=[C:4]2[C:9](=[CH:10][CH:11]=1)[CH:8]=[C:7]([OH:12])[CH:6]=[CH:5]2.C1C(=O)N([Cl:20])C(=O)C1, predict the reaction product. The product is: [Br:1][C:2]1[CH:3]=[C:4]2[C:9](=[CH:10][CH:11]=1)[C:8]([Cl:20])=[C:7]([OH:12])[CH:6]=[CH:5]2. (2) Given the reactants I[C:2]1[C:10]2[C:5](=[N:6][CH:7]=[N:8][C:9]=2[NH2:11])[NH:4][N:3]=1.[CH3:12][O:13][C:14]1[CH:15]=[C:16](B(O)O)[CH:17]=[CH:18][C:19]=1[O:20][CH3:21].C(=O)([O-])[O-].[Na+].[Na+].ClCCl, predict the reaction product. The product is: [CH3:12][O:13][C:14]1[CH:15]=[C:16]([C:2]2[C:10]3[C:5](=[N:6][CH:7]=[N:8][C:9]=3[NH2:11])[NH:4][N:3]=2)[CH:17]=[CH:18][C:19]=1[O:20][CH3:21]. (3) The product is: [OH:13][CH2:12][CH2:11][CH2:10][CH2:9][CH2:8][CH2:7][CH2:6][CH2:5][CH2:4][CH2:3][CH2:2][C:14]#[N:15]. Given the reactants Br[CH2:2][CH2:3][CH2:4][CH2:5][CH2:6][CH2:7][CH2:8][CH2:9][CH2:10][CH2:11][CH2:12][OH:13].[C-:14]#[N:15].[K+].[I-].[Na+], predict the reaction product. (4) Given the reactants [CH3:1][O:2][C:3]1[CH:25]=[CH:24][C:6]([C:7]([N:9]2[CH2:13][CH:12]3[CH2:14][N:15](C(OC(C)(C)C)=O)[CH2:16][CH:11]3[CH2:10]2)=[O:8])=[C:5]([C:26]2[O:27][CH:28]=[CH:29][N:30]=2)[CH:4]=1.C(O)(C(F)(F)F)=O, predict the reaction product. The product is: [CH2:10]1[CH:11]2[CH2:16][NH:15][CH2:14][CH:12]2[CH2:13][N:9]1[C:7]([C:6]1[CH:24]=[CH:25][C:3]([O:2][CH3:1])=[CH:4][C:5]=1[C:26]1[O:27][CH:28]=[CH:29][N:30]=1)=[O:8]. (5) Given the reactants Br[CH2:2][C:3]1[C:12]2[C:7](=[CH:8][CH:9]=[CH:10][CH:11]=2)[NH:6][C:5](=[O:13])[CH:4]=1.[NH:14]1[C:18]2[CH:19]=[CH:20][CH:21]=[CH:22][C:17]=2[N:16]=[C:15]1[C:23]1[S:27][CH:26]=[N:25][C:24]=1[CH3:28], predict the reaction product. The product is: [CH3:28][C:24]1[N:25]=[CH:26][S:27][C:23]=1[C:15]1[N:16]([CH2:2][C:3]2[C:12]3[C:7](=[CH:8][CH:9]=[CH:10][CH:11]=3)[NH:6][C:5](=[O:13])[CH:4]=2)[C:17]2[CH:22]=[CH:21][CH:20]=[CH:19][C:18]=2[N:14]=1. (6) Given the reactants [O:1]1[CH2:3][CH:2]1[C:4]1[CH:5]=[CH:6][C:7]([N:10]2[CH:14]=[N:13][N:12]=[N:11]2)=[N:8][CH:9]=1.Br[C:16]1C(C)=CC(N)=NC=1, predict the reaction product. The product is: [CH3:16][C:5]1[C:4]([CH:2]2[CH2:3][O:1]2)=[CH:9][N:8]=[C:7]([N:10]2[CH:14]=[N:13][N:12]=[N:11]2)[CH:6]=1. (7) Given the reactants [CH2:1]([O:8][C:9]1[CH:16]=[CH:15][CH:14]=[CH:13][C:10]=1C=O)[C:2]1[CH:7]=[CH:6][CH:5]=[CH:4][CH:3]=1.[C:17]([O:24][CH3:25])(=[O:23])[CH2:18][C:19]([O:21][CH3:22])=[O:20].[C:26]([O-])(=O)C, predict the reaction product. The product is: [CH3:22][O:21][C:19](=[O:20])[C:18](=[CH:26][C:14]1[CH:13]=[CH:10][C:9]([O:8][CH2:1][C:2]2[CH:3]=[CH:4][CH:5]=[CH:6][CH:7]=2)=[CH:16][CH:15]=1)[C:17]([O:24][CH3:25])=[O:23]. (8) Given the reactants Br[C:2]1[CH:3]=[C:4]2[C:9](=[CH:10][CH:11]=1)[CH:8]=[C:7]([C:12]1[C:25]3[C:26]4=[C:27]5[C:22](=[CH:23][CH:24]=3)[CH:21]=[CH:20][CH:19]=[C:18]5[CH:17]=[CH:16][C:15]4=[CH:14][CH:13]=1)[CH:6]=[CH:5]2.[CH3:28][C:29]1([CH3:63])[C:53]2[C:33]([CH:34]=[C:35]3[CH:52]=[C:51]4[C:38]([C:39]5[C:44]([C:45]6[C:50]4=[CH:49][CH:48]=[CH:47][CH:46]=6)=[CH:43][CH:42]=[CH:41][CH:40]=5)=[CH:37][C:36]3=2)=[CH:32][C:31](B2OC(C)(C)C(C)(C)O2)=[CH:30]1.C([O-])([O-])=O.[Na+].[Na+].CCO, predict the reaction product. The product is: [CH3:63][C:29]1([CH3:28])[C:53]2[C:33]([CH:34]=[C:35]3[CH:52]=[C:51]4[C:38]([C:39]5[C:44]([C:45]6[C:50]4=[CH:49][CH:48]=[CH:47][CH:46]=6)=[CH:43][CH:42]=[CH:41][CH:40]=5)=[CH:37][C:36]3=2)=[CH:32][C:31]([C:2]2[CH:11]=[CH:10][C:9]3[C:4](=[CH:5][CH:6]=[C:7]([C:12]4[C:25]5[C:26]6=[C:27]7[C:22](=[CH:23][CH:24]=5)[CH:21]=[CH:20][CH:19]=[C:18]7[CH:17]=[CH:16][C:15]6=[CH:14][CH:13]=4)[CH:8]=3)[CH:3]=2)=[CH:30]1. (9) The product is: [CH3:15][C:16]1[CH:20]=[C:19]([NH:21][C:2]2[C:3]3[CH2:14][O:13][CH2:12][C:4]=3[N:5]=[C:6]([S:8]([CH3:11])(=[O:10])=[O:9])[N:7]=2)[NH:18][N:17]=1. Given the reactants Cl[C:2]1[C:3]2[CH2:14][O:13][CH2:12][C:4]=2[N:5]=[C:6]([S:8]([CH3:11])(=[O:10])=[O:9])[N:7]=1.[CH3:15][C:16]1[CH:20]=[C:19]([NH2:21])[NH:18][N:17]=1, predict the reaction product.